Dataset: Reaction yield outcomes from USPTO patents with 853,638 reactions. Task: Predict the reaction yield, written as a fraction of the theoretical maximum amount of product (1.0 means a 100% yield; for example, 0.34 means a 34% yield). (1) The reactants are Br[C:2]1[CH:7]=[CH:6][CH:5]=[C:4]([CH3:8])[N:3]=1.[CH2:9]([N:13]1[N:17]=[C:16]2[CH:18]=[CH:19][CH:20]=[CH:21][C:15]2=[N:14]1)[CH2:10][C:11]#[CH:12]. No catalyst specified. The product is [CH3:8][C:4]1[N:3]=[C:2]([C:12]#[C:11][CH2:10][CH2:9][N:13]2[N:14]=[C:15]3[CH:21]=[CH:20][CH:19]=[CH:18][C:16]3=[N:17]2)[CH:7]=[CH:6][CH:5]=1. The yield is 0.530. (2) The yield is 0.920. The product is [NH2:22][C:19]1[CH:18]=[CH:17][C:16]([C:14]([NH:13][CH2:1][CH2:2][CH2:3][CH2:4][CH2:5][CH2:6][CH2:7][CH2:8][CH2:9][CH2:10][CH2:11][CH3:12])=[O:15])=[CH:21][CH:20]=1. The catalyst is C(Cl)Cl. The reactants are [CH2:1]([NH:13][C:14]([C:16]1[CH:21]=[CH:20][C:19]([NH:22]C(=O)OC(C)(C)C)=[CH:18][CH:17]=1)=[O:15])[CH2:2][CH2:3][CH2:4][CH2:5][CH2:6][CH2:7][CH2:8][CH2:9][CH2:10][CH2:11][CH3:12].FC(F)(F)C(O)=O. (3) The reactants are [CH3:1][C:2]1[CH:7]=[CH:6][C:5]([S:8]([O:11][CH2:12][CH:13]2[CH2:17][C:16]3[CH:18]=[CH:19][C:20](OS(C(F)(F)F)(=O)=O)=[CH:21][C:15]=3[O:14]2)(=[O:10])=[O:9])=[CH:4][CH:3]=1.[C:30]1(B(O)O)[CH:35]=[CH:34][CH:33]=[CH:32][CH:31]=1.[Cl-].[Li+]. The catalyst is O1CCOCC1.O.C(OCC)(=O)C.C1C=CC([P]([Pd]([P](C2C=CC=CC=2)(C2C=CC=CC=2)C2C=CC=CC=2)([P](C2C=CC=CC=2)(C2C=CC=CC=2)C2C=CC=CC=2)[P](C2C=CC=CC=2)(C2C=CC=CC=2)C2C=CC=CC=2)(C2C=CC=CC=2)C2C=CC=CC=2)=CC=1. The product is [CH3:1][C:2]1[CH:7]=[CH:6][C:5]([S:8]([O:11][CH2:12][CH:13]2[CH2:17][C:16]3[CH:18]=[CH:19][C:20]([C:30]4[CH:35]=[CH:34][CH:33]=[CH:32][CH:31]=4)=[CH:21][C:15]=3[O:14]2)(=[O:9])=[O:10])=[CH:4][CH:3]=1. The yield is 0.100. (4) The reactants are [F:1][C:2]1[CH:17]=[CH:16][C:5]([CH2:6][N:7]2[CH2:14][CH:13]3[NH:15][CH:9]([CH2:10][CH2:11][CH2:12]3)[CH2:8]2)=[CH:4][CH:3]=1.[C:18]([O:22][C:23]([NH:25][C:26]1[CH:31]=[C:30]([Cl:32])[CH:29]=[CH:28][C:27]=1/[CH:33]=[CH:34]/[C:35](O)=[O:36])=[O:24])([CH3:21])([CH3:20])[CH3:19].CCN=C=NCCCN(C)C.Cl.Cl. The catalyst is C(Cl)Cl. The product is [C:18]([O:22][C:23](=[O:24])[NH:25][C:26]1[CH:31]=[C:30]([Cl:32])[CH:29]=[CH:28][C:27]=1/[CH:33]=[CH:34]/[C:35]([N:15]1[CH:9]2[CH2:10][CH2:11][CH2:12][CH:13]1[CH2:14][N:7]([CH2:6][C:5]1[CH:4]=[CH:3][C:2]([F:1])=[CH:17][CH:16]=1)[CH2:8]2)=[O:36])([CH3:21])([CH3:19])[CH3:20]. The yield is 0.580. (5) The reactants are C(N(CC)CC)C.[C:8]([CH2:10][C:11]([C:13]1[CH:22]=[CH:21][C:16]([C:17]([O:19][CH3:20])=[O:18])=[CH:15][CH:14]=1)=[O:12])#[N:9].[S:23]1CC(O)S[CH2:25][CH:24]1O.O. The catalyst is CN(C)C=O.C(O)(=O)C.C(OCC)(=O)C. The product is [NH2:9][C:8]1[S:23][CH:24]=[CH:25][C:10]=1[C:11]([C:13]1[CH:22]=[CH:21][C:16]([C:17]([O:19][CH3:20])=[O:18])=[CH:15][CH:14]=1)=[O:12]. The yield is 0.590. (6) The reactants are [CH3:1][C:2]1[CH:7]=[CH:6][C:5]([C:8](=[O:10])[CH3:9])=[CH:4][CH:3]=1.C[O-].[Na+].[F:14][C:15]([F:22])([F:21])[C:16](OCC)=[O:17]. The catalyst is CO. The product is [CH3:1][C:2]1[CH:7]=[CH:6][C:5]([C:8](=[O:10])[CH2:9][C:16](=[O:17])[C:15]([F:22])([F:21])[F:14])=[CH:4][CH:3]=1. The yield is 0.940. (7) The reactants are C(O)(C(F)(F)F)=O.[NH2:8][C@H:9]([CH3:14])[C:10]([CH3:13])([OH:12])[CH3:11].[F:15][C:16]1[CH:17]=[C:18]([CH:30]=[CH:31][CH:32]=1)[CH2:19][O:20][C:21]1[CH:29]=[CH:28][C:24]([C:25](O)=[O:26])=[CH:23][N:22]=1.CN(C(ON1N=NC2C=CC=NC1=2)=[N+](C)C)C.F[P-](F)(F)(F)(F)F.C(N(CC)C(C)C)(C)C. The catalyst is CN(C=O)C. The product is [F:15][C:16]1[CH:17]=[C:18]([CH:30]=[CH:31][CH:32]=1)[CH2:19][O:20][C:21]1[CH:29]=[CH:28][C:24]([C:25]([NH:8][C@@H:9]([C:10]([OH:12])([CH3:13])[CH3:11])[CH3:14])=[O:26])=[CH:23][N:22]=1. The yield is 0.670. (8) The reactants are [CH3:1][NH:2][C@H:3]1[CH2:7][CH2:6][N:5]([C:8]2[C:13]([C:14]([O:16][CH:17]([CH3:19])[CH3:18])=[O:15])=[CH:12][CH:11]=[CH:10][N:9]=2)[CH2:4]1.[CH2:20]([C:22]1[CH:23]=[C:24]([CH:27]=[CH:28][CH:29]=1)[CH:25]=O)[CH3:21].[BH-](OC(C)=O)(OC(C)=O)OC(C)=O.[Na+].O. The catalyst is C1COCC1. The product is [CH2:20]([C:22]1[CH:23]=[C:24]([CH2:25][N:2]([CH3:1])[C@H:3]2[CH2:7][CH2:6][N:5]([C:8]3[C:13]([C:14]([O:16][CH:17]([CH3:18])[CH3:19])=[O:15])=[CH:12][CH:11]=[CH:10][N:9]=3)[CH2:4]2)[CH:27]=[CH:28][CH:29]=1)[CH3:21]. The yield is 0.510. (9) The reactants are [C:1]([C:5]1[CH:10]=[CH:9][C:8]([C:11]2[C:20]([OH:21])=[CH:19][CH:18]=[C:17]3[C:12]=2[CH:13]=[CH:14][C:15]([CH2:22][NH:23][C:24]([C:26]2[C:30]4[CH:31]=[CH:32][CH:33]=[CH:34][C:29]=4[O:28][C:27]=2[CH2:35][CH2:36][CH2:37][CH3:38])=[O:25])=[CH:16]3)=[CH:7][CH:6]=1)([CH3:4])([CH3:3])[CH3:2].Br[CH2:40][C:41]#[N:42].C(=O)([O-])[O-].[K+].[K+]. The catalyst is CN(C=O)C.C(OCC)(=O)C. The product is [C:1]([C:5]1[CH:6]=[CH:7][C:8]([C:11]2[C:20]([O:21][CH2:40][C:41]#[N:42])=[CH:19][CH:18]=[C:17]3[C:12]=2[CH:13]=[CH:14][C:15]([CH2:22][NH:23][C:24]([C:26]2[C:30]4[CH:31]=[CH:32][CH:33]=[CH:34][C:29]=4[O:28][C:27]=2[CH2:35][CH2:36][CH2:37][CH3:38])=[O:25])=[CH:16]3)=[CH:9][CH:10]=1)([CH3:4])([CH3:3])[CH3:2]. The yield is 0.630. (10) The reactants are [Cl:1][C:2]1[CH:7]=[CH:6][C:5]([N:8]2[CH2:12][CH:11]([OH:13])[CH:10]([N:14]3[CH2:19][CH2:18][N:17]([C:20]([C:22]4[CH:27]=[CH:26][C:25]([Cl:28])=[CH:24][CH:23]=4)=[O:21])[CH2:16][CH2:15]3)[CH2:9]2)=[C:4]([N+:29]([O-:31])=[O:30])[CH:3]=1.CCN(CC)CC.[C:39](Cl)(=[O:41])[CH3:40]. The catalyst is C(Cl)Cl. The product is [Cl:28][C:25]1[CH:26]=[CH:27][C:22]([C:20]([N:17]2[CH2:16][CH2:15][N:14]([CH:10]3[CH2:9][N:8]([C:5]4[CH:6]=[CH:7][C:2]([Cl:1])=[CH:3][C:4]=4[N+:29]([O-:31])=[O:30])[CH2:12][CH:11]3[O:13][C:39](=[O:41])[CH3:40])[CH2:19][CH2:18]2)=[O:21])=[CH:23][CH:24]=1. The yield is 0.500.